Dataset: NCI-60 drug combinations with 297,098 pairs across 59 cell lines. Task: Regression. Given two drug SMILES strings and cell line genomic features, predict the synergy score measuring deviation from expected non-interaction effect. (1) Drug 2: C1=NNC2=C1C(=O)NC=N2. Cell line: BT-549. Drug 1: CCC1=C2CN3C(=CC4=C(C3=O)COC(=O)C4(CC)O)C2=NC5=C1C=C(C=C5)O. Synergy scores: CSS=27.0, Synergy_ZIP=-6.69, Synergy_Bliss=-2.16, Synergy_Loewe=-44.8, Synergy_HSA=-0.201. (2) Drug 1: C1CN1P(=S)(N2CC2)N3CC3. Synergy scores: CSS=38.5, Synergy_ZIP=-0.985, Synergy_Bliss=-1.49, Synergy_Loewe=-6.14, Synergy_HSA=0.459. Cell line: A498. Drug 2: C#CCC(CC1=CN=C2C(=N1)C(=NC(=N2)N)N)C3=CC=C(C=C3)C(=O)NC(CCC(=O)O)C(=O)O. (3) Drug 1: CN1C(=O)N2C=NC(=C2N=N1)C(=O)N. Drug 2: C1C(C(OC1N2C=NC(=NC2=O)N)CO)O. Cell line: NCI-H460. Synergy scores: CSS=8.85, Synergy_ZIP=-0.234, Synergy_Bliss=-0.987, Synergy_Loewe=-23.1, Synergy_HSA=-1.09. (4) Drug 1: CNC(=O)C1=CC=CC=C1SC2=CC3=C(C=C2)C(=NN3)C=CC4=CC=CC=N4. Drug 2: CC(C)CN1C=NC2=C1C3=CC=CC=C3N=C2N. Cell line: SNB-19. Synergy scores: CSS=-1.62, Synergy_ZIP=0.172, Synergy_Bliss=-1.18, Synergy_Loewe=-4.63, Synergy_HSA=-3.34. (5) Drug 1: C1CNP(=O)(OC1)N(CCCl)CCCl. Drug 2: CC(C)CN1C=NC2=C1C3=CC=CC=C3N=C2N. Cell line: SNB-75. Synergy scores: CSS=-2.68, Synergy_ZIP=3.27, Synergy_Bliss=2.66, Synergy_Loewe=-6.58, Synergy_HSA=-5.15. (6) Drug 1: C1=NC2=C(N1)C(=S)N=CN2. Drug 2: CC1CCC2CC(C(=CC=CC=CC(CC(C(=O)C(C(C(=CC(C(=O)CC(OC(=O)C3CCCCN3C(=O)C(=O)C1(O2)O)C(C)CC4CCC(C(C4)OC)O)C)C)O)OC)C)C)C)OC. Cell line: SN12C. Synergy scores: CSS=18.1, Synergy_ZIP=-6.71, Synergy_Bliss=0.595, Synergy_Loewe=-0.124, Synergy_HSA=2.41. (7) Drug 1: CN(CCCl)CCCl.Cl. Drug 2: CC12CCC3C(C1CCC2OP(=O)(O)O)CCC4=C3C=CC(=C4)OC(=O)N(CCCl)CCCl.[Na+]. Cell line: HOP-92. Synergy scores: CSS=10.2, Synergy_ZIP=-10.9, Synergy_Bliss=-15.9, Synergy_Loewe=-46.3, Synergy_HSA=-18.1. (8) Drug 1: C1CCC(C1)C(CC#N)N2C=C(C=N2)C3=C4C=CNC4=NC=N3. Drug 2: COC1=CC(=CC(=C1O)OC)C2C3C(COC3=O)C(C4=CC5=C(C=C24)OCO5)OC6C(C(C7C(O6)COC(O7)C8=CC=CS8)O)O. Cell line: OVCAR-5. Synergy scores: CSS=2.33, Synergy_ZIP=-3.34, Synergy_Bliss=-4.87, Synergy_Loewe=-25.4, Synergy_HSA=-8.40. (9) Drug 1: C1CNP(=O)(OC1)N(CCCl)CCCl. Drug 2: C1CCC(C(C1)N)N.C(=O)(C(=O)[O-])[O-].[Pt+4]. Cell line: ACHN. Synergy scores: CSS=12.4, Synergy_ZIP=-12.2, Synergy_Bliss=-17.0, Synergy_Loewe=-65.5, Synergy_HSA=-15.7.